From a dataset of Full USPTO retrosynthesis dataset with 1.9M reactions from patents (1976-2016). Predict the reactants needed to synthesize the given product. (1) The reactants are: Cl.Cl.[CH3:3][C:4]1([CH3:21])[CH2:8][C:7]2([CH2:13][N:12]([CH:14]3[CH2:19][CH2:18][NH:17][CH2:16][CH2:15]3)[CH2:11][CH2:10][O:9]2)[C:6](=[O:20])[O:5]1.[C:22]([O:26][C:27]([NH:29][C:30]1[S:31][C:32]([C:38]2[CH:43]=[CH:42][CH:41]=[CH:40][CH:39]=2)=[CH:33][C:34]=1[C:35](O)=[O:36])=[O:28])([CH3:25])([CH3:24])[CH3:23]. Given the product [C:22]([O:26][C:27](=[O:28])[NH:29][C:30]1[S:31][C:32]([C:38]2[CH:39]=[CH:40][CH:41]=[CH:42][CH:43]=2)=[CH:33][C:34]=1[C:35]([N:17]1[CH2:18][CH2:19][CH:14]([N:12]2[CH2:13][C:7]3([C:6](=[O:20])[O:5][C:4]([CH3:21])([CH3:3])[CH2:8]3)[O:9][CH2:10][CH2:11]2)[CH2:15][CH2:16]1)=[O:36])([CH3:25])([CH3:23])[CH3:24], predict the reactants needed to synthesize it. (2) Given the product [Br:12][C:7]1[CH:8]=[C:9]([F:11])[C:10]2[C:2]3[NH:1][C:17](=[O:16])[NH:15][C:13](=[O:14])[C:3]=3[NH:4][C:5]=2[CH:6]=1, predict the reactants needed to synthesize it. The reactants are: [NH2:1][C:2]1[C:10]2[C:5](=[CH:6][C:7]([Br:12])=[CH:8][C:9]=2[F:11])[NH:4][C:3]=1[C:13]([NH2:15])=[O:14].[O:16]=[C:17](Cl)OC(Cl)(Cl)Cl.O. (3) Given the product [CH:65]1[CH:66]=[CH:67][C:68]([C:87]([OH:89])=[O:88])=[C:69]([C:71]2[C:72]3[CH:73]=[CH:74][C:75]([OH:76])=[CH:77][C:78]=3[O:79][C:80]3[C:81]=2[CH:82]=[CH:83][C:84]([CH:85]=3)=[O:86])[CH:70]=1, predict the reactants needed to synthesize it. The reactants are: C1N=C(N)C2N=CN([C@@H]3O[C@@H]4COP(O)(O[C@H]4[C@H]3O)=O)C=2N=1.P(OC[C@H]1O[C@@H](N2C3N=CN=C(N)C=3N=C2)[C@H](O)[C@@H]1O)(OP(OP(O)(O)=O)(O)=O)(=O)O.[Mg+2].[Cl-].[Cl-].C(S)[C@@H](O)[C@H](O)CS.[CH:65]1[CH:66]=[CH:67][C:68]([C:87]([OH:89])=[O:88])=[C:69]([C:71]2[C:81]3[CH:82]=[CH:83][C:84]([OH:86])=[CH:85][C:80]=3[O:79][C:78]3[C:72]=2[CH:73]=[CH:74][C:75]([CH:77]=3)=[O:76])[CH:70]=1.C[C@H](NC([C@@H](NC([C@@H](NC([C@@H](N)CC(C)C)=O)CCCNC(N)=N)=O)CCCNC(N)=N)=O)C(N[C@H](C(N[C@H](C(NCC(O)=O)=O)CC(C)C)=O)CO)=O.C[C@H](NC([C@@H](NC([C@@H](NC([C@@H](N)CC(C)C)=O)CCCNC(N)=N)=O)CCCNC(N)=N)=O)C(N[C@H](C(N[C@H](C(NCC(O)=O)=O)CC(C)C)=O)CO)=O. (4) Given the product [N:1]([C@@H:4]1[C@@H:8]([CH2:9][OH:10])[O:7][C@@H:6]([N:11]2[C:21]3[N:20]=[CH:18][N:17]=[C:15]([NH2:34])[C:14]=3[N:13]=[CH:12]2)[C@@H:5]1[OH:22])=[N+:2]=[N-:3].[N:1]([C@@H:4]1[C@@H:8]([CH2:9][OH:10])[O:7][C@@H:6]([N:11]2[C:21]3[N:20]=[CH:18][N:17]=[C:15]([NH:34][C:24](=[O:31])[C:25]4[CH:30]=[CH:29][CH:28]=[CH:27][CH:26]=4)[C:14]=3[N:13]=[CH:12]2)[C@@H:5]1[OH:22])=[N+:2]=[N-:3], predict the reactants needed to synthesize it. The reactants are: [N:1]([C@@H:4]1[C@@H:8]([CH2:9][OH:10])[O:7][C@@H:6]([N:11]2[C:21]3[N:20]=[C:18](N)[NH:17][C:15](=O)[C:14]=3[N:13]=[CH:12]2)[C@@H:5]1[OH:22])=[N+:2]=[N-:3].[Cl-].[C:24](Cl)(=[O:31])[C:25]1[CH:30]=[CH:29][CH:28]=[CH:27][CH:26]=1.[OH-].[NH4+:34]. (5) Given the product [NH2:1][C:2]1[C:7]([C:8]([C:9]2[C:14]([O:15][CH3:16])=[CH:13][CH:12]=[C:11]([F:17])[C:10]=2[F:18])=[O:19])=[CH:6][N:5]=[C:4]([NH:20][C@H:21]2[CH2:26][CH2:25][C@H:24]([N:27]3[CH2:33][CH2:32][CH2:31][S:28]3(=[O:30])=[O:29])[CH2:23][CH2:22]2)[N:3]=1, predict the reactants needed to synthesize it. The reactants are: [NH2:1][C:2]1[C:7]([C:8](=[O:19])[C:9]2[C:14]([O:15][CH3:16])=[CH:13][CH:12]=[C:11]([F:17])[C:10]=2[F:18])=[CH:6][N:5]=[C:4]([NH:20][C@H:21]2[CH2:26][CH2:25][C@H:24]([NH:27][S:28]([CH2:31][CH2:32][CH2:33]Cl)(=[O:30])=[O:29])[CH2:23][CH2:22]2)[N:3]=1.CC(C)([O-])C.[K+].[I-].[K+].